This data is from Experimentally validated miRNA-target interactions with 360,000+ pairs, plus equal number of negative samples. The task is: Binary Classification. Given a miRNA mature sequence and a target amino acid sequence, predict their likelihood of interaction. The miRNA is cel-miR-267 with sequence CCCGUGAAGUGUCUGCUGCA. The protein sequence of the target gene is MDYYRKYAAIFLVTLSVFLHVLHSAPDVQDCPECTLQENPFFSQPGAPILQCMGCCFSRAYPTPLRSKKTMLVQKNVTSESTCCVAKSYNRVTVMGGFKVENHTACHCSTCYYHKS. Result: 0 (no interaction).